From a dataset of Forward reaction prediction with 1.9M reactions from USPTO patents (1976-2016). Predict the product of the given reaction. Given the reactants [NH:1]1[C:5]2[CH:6]=[CH:7][CH:8]=[CH:9][C:4]=2[N:3]=[C:2]1[CH2:10][N:11]([CH2:22][C:23]1[CH:30]=[CH:29][C:26]([CH:27]=O)=[CH:25][CH:24]=1)[CH:12]1[C:21]2[N:20]=[CH:19][CH:18]=[CH:17][C:16]=2[CH2:15][CH2:14][CH2:13]1.[BH3-][C:32]#[N:33].[Na+], predict the reaction product. The product is: [NH:1]1[C:5]2[CH:6]=[CH:7][CH:8]=[CH:9][C:4]=2[N:3]=[C:2]1[CH2:10][N:11]([CH2:22][C:23]1[CH:30]=[CH:29][C:26]([CH2:27][NH:3][C:2]2[NH:1][CH:5]=[CH:32][N:33]=2)=[CH:25][CH:24]=1)[CH:12]1[C:21]2[N:20]=[CH:19][CH:18]=[CH:17][C:16]=2[CH2:15][CH2:14][CH2:13]1.